From a dataset of Experimentally validated miRNA-target interactions with 360,000+ pairs, plus equal number of negative samples. Binary Classification. Given a miRNA mature sequence and a target amino acid sequence, predict their likelihood of interaction. The miRNA is rno-miR-200b-5p with sequence CAUCUUACUGGGCAGCAUUGGA. The protein sequence of the target gene is MRTSLQAVALWGQKAPPHSITAIMITDDQRTIVTGSQEGQLCLWNLSHELKISAKELLFGHSASVTCLARARDFSKQPYIVSAAENGEMCVWNVTNGQCMEKATLPYRHTAICYYHCSFRMTGEGWLLCCGEYQDVLIIDAKTLAVVHSFRSSQFPDWINCMCIVHSMRIQEDSLLVVSVAGELKVWDLSSSINSIQEKQDVYEKESKFLESLNCQTIRFCTYTERLLLVVFSKCWKVYDYCDFSLLLTEVSRNGQFFAGGEVIAAHRILIWTEDGHSYIYQLLNSGLSKSIYPADGRVL.... Result: 0 (no interaction).